From a dataset of Peptide-MHC class I binding affinity with 185,985 pairs from IEDB/IMGT. Regression. Given a peptide amino acid sequence and an MHC pseudo amino acid sequence, predict their binding affinity value. This is MHC class I binding data. The binding affinity (normalized) is 0.642. The peptide sequence is FSFPQITLW. The MHC is HLA-B53:01 with pseudo-sequence HLA-B53:01.